From a dataset of Reaction yield outcomes from USPTO patents with 853,638 reactions. Predict the reaction yield, written as a fraction of the theoretical maximum amount of product (1.0 means a 100% yield; for example, 0.34 means a 34% yield). (1) The reactants are C[O:2][C:3](=O)[C:4]1[CH:9]=[CH:8][C:7]([CH2:10][O:11][CH2:12][CH2:13][O:14][Si:15]([C:18]([CH3:21])([CH3:20])[CH3:19])([CH3:17])[CH3:16])=[CH:6][CH:5]=1.[2H-].[Al+3].[Li+].[2H-].[2H-].[2H-]. The catalyst is C1COCC1. The product is [Si:15]([O:14][CH2:13][CH2:12][O:11][CH2:10][C:7]1[CH:8]=[CH:9][C:4]([CH2:3][OH:2])=[CH:5][CH:6]=1)([C:18]([CH3:21])([CH3:20])[CH3:19])([CH3:17])[CH3:16]. The yield is 0.860. (2) The reactants are [F:1][C:2]1[CH:3]=[C:4]([C@H:8]2[CH2:12][CH2:11][CH2:10][N:9]2[C:13]2[CH:18]=[CH:17][N:16]3[N:19]=[CH:20][C:21]([NH2:22])=[C:15]3[N:14]=2)[CH:5]=[CH:6][CH:7]=1.[CH3:23][C:24]1[N:25]=[CH:26][C:27]([C:30](O)=[O:31])=[N:28][CH:29]=1.CN(C(ON1N=NC2C=CC=NC1=2)=[N+](C)C)C.F[P-](F)(F)(F)(F)F.CCN(C(C)C)C(C)C. The catalyst is CCOCC.CN(C=O)C. The product is [F:1][C:2]1[CH:3]=[C:4]([C@H:8]2[CH2:12][CH2:11][CH2:10][N:9]2[C:13]2[CH:18]=[CH:17][N:16]3[N:19]=[CH:20][C:21]([NH:22][C:30]([C:27]4[CH:26]=[N:25][C:24]([CH3:23])=[CH:29][N:28]=4)=[O:31])=[C:15]3[N:14]=2)[CH:5]=[CH:6][CH:7]=1. The yield is 0.630. (3) The reactants are CS[C:3]1[CH2:4][CH2:5][C@@H:6]([C:8]([O:10][C:11]([CH3:14])([CH3:13])[CH3:12])=[O:9])[N:7]=1.[NH4+:15].[Cl-:16]. The catalyst is CO. The product is [ClH:16].[NH2:15][C:3]1[CH2:4][CH2:5][C@@H:6]([C:8]([O:10][C:11]([CH3:14])([CH3:13])[CH3:12])=[O:9])[N:7]=1. The yield is 0.800.